Dataset: Peptide-MHC class II binding affinity with 134,281 pairs from IEDB. Task: Regression. Given a peptide amino acid sequence and an MHC pseudo amino acid sequence, predict their binding affinity value. This is MHC class II binding data. (1) The peptide sequence is ELYYAIHKASTVLAF. The MHC is HLA-DPA10103-DPB10401 with pseudo-sequence HLA-DPA10103-DPB10401. The binding affinity (normalized) is 0.469. (2) The peptide sequence is QYDVIIQHPADMSWC. The MHC is DRB1_0404 with pseudo-sequence DRB1_0404. The binding affinity (normalized) is 0.526. (3) The binding affinity (normalized) is 0.469. The peptide sequence is GVWTFDSEEPLQGPF. The MHC is HLA-DPA10103-DPB10401 with pseudo-sequence HLA-DPA10103-DPB10401. (4) The binding affinity (normalized) is 0.395. The peptide sequence is WFLPSIRAANVMAAS. The MHC is HLA-DQA10501-DQB10302 with pseudo-sequence HLA-DQA10501-DQB10302. (5) The peptide sequence is AVWVDGKARTAWVDS. The MHC is HLA-DQA10401-DQB10402 with pseudo-sequence HLA-DQA10401-DQB10402. The binding affinity (normalized) is 0.358. (6) The peptide sequence is EISTNIRQAGVQYSR. The MHC is HLA-DPA10201-DPB10501 with pseudo-sequence HLA-DPA10201-DPB10501. The binding affinity (normalized) is 0.0860. (7) The peptide sequence is IYECKGVTVKDVTIT. The MHC is HLA-DQA10301-DQB10302 with pseudo-sequence HLA-DQA10301-DQB10302. The binding affinity (normalized) is 0.129. (8) The peptide sequence is AASLLDEDMDALEEA. The MHC is DRB4_0101 with pseudo-sequence DRB4_0103. The binding affinity (normalized) is 0.244. (9) The peptide sequence is PLVWHLERAETAATA. The MHC is DRB1_0901 with pseudo-sequence DRB1_0901. The binding affinity (normalized) is 0.446.